This data is from Blood-brain barrier permeability classification from the B3DB database. The task is: Regression/Classification. Given a drug SMILES string, predict its absorption, distribution, metabolism, or excretion properties. Task type varies by dataset: regression for continuous measurements (e.g., permeability, clearance, half-life) or binary classification for categorical outcomes (e.g., BBB penetration, CYP inhibition). Dataset: b3db_classification. (1) The molecule is CN(C)CCOC1(Cc2ccccc2)CC2CCC1(C)C2(C)C. The result is 1 (penetrates BBB). (2) The molecule is CS(=O)(=O)c1ccc([C@@H](O)[C@H](CO)NC(=O)C(Cl)Cl)cc1. The result is 1 (penetrates BBB). (3) The compound is CO/N=C(/C(=O)NC1C(=O)N2C(C(=O)O)=C(/C=C\c3scnc3C)CS[C@H]12)c1csc(N)n1. The result is 0 (does not penetrate BBB). (4) The drug is Cc1cc2cc3c(C)cc(=O)oc3c(C)c2o1. The result is 0 (does not penetrate BBB). (5) The molecule is CCOC(=O)[C@]1(c2ccccc2)CCC=C[C@H]1N(C)C. The result is 1 (penetrates BBB). (6) The compound is CC[C@H]1OC(=O)[C@H](C)[C@@H](O[C@H]2C[C@@](C)(OC)[C@@H](O)[C@H](C)O2)[C@H](C)[C@@H](O[C@@H]2O[C@H](C)C[C@H](N(C)C)[C@H]2O)[C@](C)(OC)C[C@@H](C)C(=O)[C@H](C)[C@@H](O)[C@]1(C)O. The result is 0 (does not penetrate BBB). (7) The drug is O=C(O)c1cc(=O)c2c(Cl)cc(Cl)cc2[nH]1. The result is 0 (does not penetrate BBB). (8) The result is 1 (penetrates BBB). The molecule is CCOC(=O)c1cncn1C(C)c1ccccc1. (9) The drug is Cc1cccn2c(=O)c(-c3nn[nH]n3)cnc12. The result is 0 (does not penetrate BBB).